Predict the product of the given reaction. From a dataset of Forward reaction prediction with 1.9M reactions from USPTO patents (1976-2016). (1) Given the reactants [H-].[Na+].[Br:3][C:4]1[CH:9]=[CH:8][C:7]([CH2:10][OH:11])=[C:6]([F:12])[CH:5]=1.[CH3:13]I, predict the reaction product. The product is: [Br:3][C:4]1[CH:9]=[CH:8][C:7]([CH2:10][O:11][CH3:13])=[C:6]([F:12])[CH:5]=1. (2) Given the reactants [OH:1][C:2]1[CH:7]=[CH:6][C:5]([B:8]2[O:12][C:11]([CH3:14])([CH3:13])[C:10]([CH3:16])([CH3:15])[O:9]2)=[CH:4][N:3]=1.Cl[C:18]([F:23])([F:22])C([O-])=O.[Na+], predict the reaction product. The product is: [F:22][CH:18]([F:23])[O:1][C:2]1[CH:7]=[CH:6][C:5]([B:8]2[O:12][C:11]([CH3:14])([CH3:13])[C:10]([CH3:16])([CH3:15])[O:9]2)=[CH:4][N:3]=1. (3) Given the reactants [OH-].[Na+].[Cl:3][CH2:4][CH2:5][CH2:6][CH:7]([C:12]1[CH:17]=[CH:16][C:15]([Cl:18])=[CH:14][C:13]=1[C:19]([F:22])([F:21])[F:20])[C:8]([O:10]C)=[O:9].CO, predict the reaction product. The product is: [Cl:3][CH2:4][CH2:5][CH2:6][CH:7]([C:12]1[CH:17]=[CH:16][C:15]([Cl:18])=[CH:14][C:13]=1[C:19]([F:22])([F:20])[F:21])[C:8]([OH:10])=[O:9]. (4) Given the reactants [Cl:1][C:2]1[CH:3]=[CH:4][C:5]([CH2:8][O:9][C:10]2[CH:15]=[CH:14][N:13]([C:16]3[CH:21]=[CH:20][C:19]4[C:22]5[CH2:23][NH:24][CH2:25][CH2:26][C:27]=5[O:28][C:18]=4[CH:17]=3)[C:12](=[O:29])[CH:11]=2)=[N:6][CH:7]=1.Cl.CCOCC, predict the reaction product. The product is: [ClH:1].[Cl:1][C:2]1[CH:3]=[CH:4][C:5]([CH2:8][O:9][C:10]2[CH:15]=[CH:14][N:13]([C:16]3[CH:21]=[CH:20][C:19]4[C:22]5[CH2:23][NH:24][CH2:25][CH2:26][C:27]=5[O:28][C:18]=4[CH:17]=3)[C:12](=[O:29])[CH:11]=2)=[N:6][CH:7]=1. (5) Given the reactants [F:1][C:2]([F:16])([C:7]1[CH:15]=[CH:14][C:10]([C:11]([OH:13])=O)=[CH:9][CH:8]=1)[C:3]([F:6])([F:5])[F:4].[CH3:17][O:18][C:19]1[CH:20]=[C:21]([CH2:25][CH2:26][NH2:27])[CH:22]=[CH:23][CH:24]=1.CN1CCOCC1.CN(C(ON1N=NC2C=CC=CC1=2)=[N+](C)C)C.F[P-](F)(F)(F)(F)F, predict the reaction product. The product is: [CH3:17][O:18][C:19]1[CH:20]=[C:21]([CH2:25][CH2:26][NH:27][C:11](=[O:13])[C:10]2[CH:9]=[CH:8][C:7]([C:2]([F:1])([F:16])[C:3]([F:4])([F:5])[F:6])=[CH:15][CH:14]=2)[CH:22]=[CH:23][CH:24]=1. (6) Given the reactants [NH2:1][C:2]1[CH:3]=[C:4]2[C:9](=[CH:10][CH:11]=1)[N:8]=[CH:7][C:6]([C:12]#[N:13])=[C:5]2[NH:14][C:15]1[CH:20]=[CH:19][C:18]([F:21])=[C:17]([Cl:22])[CH:16]=1.[N:23]1[CH:28]=[CH:27][CH:26]=[C:25]([CH:29]=O)[CH:24]=1.[BH3-]C#N.[Na+], predict the reaction product. The product is: [Cl:22][C:17]1[CH:16]=[C:15]([NH:14][C:5]2[C:4]3[C:9](=[CH:10][CH:11]=[C:2]([NH:1][CH2:29][C:25]4[CH:24]=[N:23][CH:28]=[CH:27][CH:26]=4)[CH:3]=3)[N:8]=[CH:7][C:6]=2[C:12]#[N:13])[CH:20]=[CH:19][C:18]=1[F:21]. (7) Given the reactants Br[C:2]1[CH:3]=[C:4]2[C:10]([CH3:11])=[N:9][NH:8][C:5]2=[CH:6][N:7]=1.C([O-])([O-])=O.[Na+].[Na+].[NH:18]1[CH:22]=[C:21](B(O)O)[CH:20]=[N:19]1, predict the reaction product. The product is: [CH3:11][C:10]1[C:4]2[C:5](=[CH:6][N:7]=[C:2]([C:21]3[CH:22]=[N:18][NH:19][CH:20]=3)[CH:3]=2)[NH:8][N:9]=1.